Regression. Given a peptide amino acid sequence and an MHC pseudo amino acid sequence, predict their binding affinity value. This is MHC class I binding data. From a dataset of Peptide-MHC class I binding affinity with 185,985 pairs from IEDB/IMGT. (1) The MHC is HLA-A80:01 with pseudo-sequence HLA-A80:01. The peptide sequence is NLTEEMAAL. The binding affinity (normalized) is 0.0847. (2) The peptide sequence is SMQGAVDINR. The MHC is HLA-A68:01 with pseudo-sequence HLA-A68:01. The binding affinity (normalized) is 0.542. (3) The peptide sequence is FRYKSRCYV. The MHC is HLA-A25:01 with pseudo-sequence HLA-A25:01. The binding affinity (normalized) is 0.0847. (4) The MHC is HLA-A02:06 with pseudo-sequence HLA-A02:06. The binding affinity (normalized) is 0. The peptide sequence is CLEAKTHFST. (5) The peptide sequence is YRNFSFSLK. The MHC is HLA-A26:02 with pseudo-sequence HLA-A26:02. The binding affinity (normalized) is 0.0847. (6) The peptide sequence is LARQHIAAL. The MHC is HLA-B40:01 with pseudo-sequence HLA-B40:01. The binding affinity (normalized) is 0.0847. (7) The peptide sequence is VLVGPTPVNI. The MHC is HLA-A02:06 with pseudo-sequence HLA-A02:06. The binding affinity (normalized) is 0.189. (8) The peptide sequence is KSIHLTKTDK. The MHC is HLA-A31:01 with pseudo-sequence HLA-A31:01. The binding affinity (normalized) is 0.469.